This data is from Reaction yield outcomes from USPTO patents with 853,638 reactions. The task is: Predict the reaction yield, written as a fraction of the theoretical maximum amount of product (1.0 means a 100% yield; for example, 0.34 means a 34% yield). The reactants are [O:1]1CCC[CH2:2]1.Br[C:7]1[CH:21]=[CH:20][C:10]([CH2:11][O:12][C:13]2[CH:18]=[C:17]([CH3:19])[CH:16]=[CH:15][N:14]=2)=[CH:9][CH:8]=1.C([Li])CCC.CN(C)C=O. The catalyst is O. The product is [CH3:19][C:17]1[CH:16]=[CH:15][N:14]=[C:13]([O:12][CH2:11][C:10]2[CH:20]=[CH:21][C:7]([CH:2]=[O:1])=[CH:8][CH:9]=2)[CH:18]=1. The yield is 0.554.